From a dataset of Forward reaction prediction with 1.9M reactions from USPTO patents (1976-2016). Predict the product of the given reaction. (1) Given the reactants C(N)C1C=CC=CC=1.[NH2:9][C:10]1[S:11][CH:12]=[C:13]([CH3:15])[N:14]=1.[CH3:16][C:17]1[N:18]=[C:19]([N:22]2[CH2:26][CH2:25][N:24]([CH2:27][C:28]3[CH:36]=[CH:35][C:31]([C:32](O)=[O:33])=[CH:30][CH:29]=3)[C:23]2=[O:37])[S:20][CH:21]=1, predict the reaction product. The product is: [CH3:15][C:13]1[N:14]=[C:10]([NH:9][C:32](=[O:33])[C:31]2[CH:35]=[CH:36][C:28]([CH2:27][N:24]3[CH2:25][CH2:26][N:22]([C:19]4[S:20][CH:21]=[C:17]([CH3:16])[N:18]=4)[C:23]3=[O:37])=[CH:29][CH:30]=2)[S:11][CH:12]=1. (2) Given the reactants [CH3:1][CH:2]([CH3:14])[CH2:3][O:4][C:5]1[CH:10]=[CH:9][C:8]([Cl:11])=[CH:7][C:6]=1[CH2:12]Cl.[C-:15]#[N:16].[Na+], predict the reaction product. The product is: [Cl:11][C:8]1[CH:9]=[CH:10][C:5]([O:4][CH2:3][CH:2]([CH3:14])[CH3:1])=[C:6]([CH2:12][C:15]#[N:16])[CH:7]=1. (3) Given the reactants [CH3:1][O:2][C@@H:3]1[CH2:7][N:6](C(OCC2C=CC=CC=2)=O)[C@H:5]([C:18]([O:20][CH3:21])=[O:19])[CH2:4]1.[OH-].[Na+].O=C[C:26]([Cl:29])([Cl:28])[Cl:27].C(#N)C, predict the reaction product. The product is: [CH3:1][O:2][C@@H:3]1[CH2:7][N:6]2[C@@H:21]([C:26]([Cl:29])([Cl:28])[Cl:27])[O:20][C:18](=[O:19])[C@@H:5]2[CH2:4]1. (4) Given the reactants [CH:1]([N:4]1[C:8]([C:9]2[N:10]=[C:11]3[C:17]4[CH:18]=[C:19]([S:22][CH:23]5[CH2:28][CH2:27][N:26]([CH:29]([CH3:31])[CH3:30])[CH2:25][CH2:24]5)[CH:20]=[CH:21][C:16]=4[O:15][CH2:14][CH2:13][N:12]3[CH:32]=2)=[N:7][CH:6]=[N:5]1)([CH3:3])[CH3:2].C(O)(C(F)(F)F)=[O:34].C1C=C(Cl)C=C(C(OO)=O)C=1, predict the reaction product. The product is: [NH3:4].[CH3:14][OH:15].[CH:1]([N:4]1[C:8]([C:9]2[N:10]=[C:11]3[C:17]4[CH:18]=[C:19]([S:22]([CH:23]5[CH2:24][CH2:25][N:26]([CH:29]([CH3:31])[CH3:30])[CH2:27][CH2:28]5)=[O:34])[CH:20]=[CH:21][C:16]=4[O:15][CH2:14][CH2:13][N:12]3[CH:32]=2)=[N:7][CH:6]=[N:5]1)([CH3:3])[CH3:2].